Dataset: Reaction yield outcomes from USPTO patents with 853,638 reactions. Task: Predict the reaction yield, written as a fraction of the theoretical maximum amount of product (1.0 means a 100% yield; for example, 0.34 means a 34% yield). (1) The reactants are C[Zn]C.Cl[C:5]1[CH:10]=[C:9]([C:11]#[C:12][C:13]2[CH:14]=[N:15][N:16]3[C:21]([C:22]([F:25])([F:24])[F:23])=[CH:20][C:19]([C:26]4[CH:31]=[CH:30][C:29]([C:32]([F:35])([F:34])[F:33])=[CH:28][CH:27]=4)=[N:18][C:17]=23)[CH:8]=[CH:7][N:6]=1.[CH3:36]COC(C)=O. The catalyst is C1COCC1.C([O-])(O)=O.[Na+].C1C=CC([P]([Pd]([P](C2C=CC=CC=2)(C2C=CC=CC=2)C2C=CC=CC=2)([P](C2C=CC=CC=2)(C2C=CC=CC=2)C2C=CC=CC=2)[P](C2C=CC=CC=2)(C2C=CC=CC=2)C2C=CC=CC=2)(C2C=CC=CC=2)C2C=CC=CC=2)=CC=1. The product is [CH3:36][C:5]1[CH:10]=[C:9]([C:11]#[C:12][C:13]2[CH:14]=[N:15][N:16]3[C:21]([C:22]([F:25])([F:24])[F:23])=[CH:20][C:19]([C:26]4[CH:31]=[CH:30][C:29]([C:32]([F:35])([F:34])[F:33])=[CH:28][CH:27]=4)=[N:18][C:17]=23)[CH:8]=[CH:7][N:6]=1. The yield is 0.260. (2) The product is [Br:1][C:2]1[CH:7]=[C:6]([N+:8]([O-:10])=[O:9])[CH:5]=[C:4]([Br:11])[N:3]=1. The reactants are [Br:1][C:2]1[CH:7]=[C:6]([N+:8]([O-:10])=[O:9])[CH:5]=[C:4]([Br:11])[N+:3]=1[O-].P(Cl)(Cl)Cl.C(=O)(O)[O-].[Na+]. The catalyst is C(Cl)(Cl)Cl. The yield is 0.720. (3) The reactants are Cl.[C:2]([NH2:10])(=[NH:9])[C:3]1[CH:8]=[CH:7][CH:6]=[CH:5][CH:4]=1.[C:11](OCC)(=[O:18])[CH2:12][C:13](OCC)=[O:14].C1CCN2C(=NCCC2)CC1. The catalyst is CN(C=O)C. The product is [C:3]1([C:2]2[N:10]=[C:13]([OH:14])[CH:12]=[C:11]([OH:18])[N:9]=2)[CH:8]=[CH:7][CH:6]=[CH:5][CH:4]=1. The yield is 0.730.